Task: Predict which catalyst facilitates the given reaction.. Dataset: Catalyst prediction with 721,799 reactions and 888 catalyst types from USPTO (1) Reactant: [CH3:1][O:2][C:3]1[CH:8]=[C:7]([CH3:9])[C:6]([S:10]([N:13]([CH2:15][C:16]2[O:20][CH:19]=[C:18]([C:21]([OH:23])=O)[CH:17]=2)[CH3:14])(=[O:12])=[O:11])=[C:5]([CH3:24])[CH:4]=1.C1N=CN(C(N2C=NC=C2)=O)C=1.Cl.Cl.[NH2:39][CH2:40][C:41]1[CH:46]=[CH:45][C:44]([NH:47][C:48]2[N:53]=[C:52]([NH2:54])[CH:51]=[CH:50][N:49]=2)=[CH:43][CH:42]=1.CCN(C(C)C)C(C)C. Product: [NH2:54][C:52]1[CH:51]=[CH:50][N:49]=[C:48]([NH:47][C:44]2[CH:45]=[CH:46][C:41]([CH2:40][NH:39][C:21]([C:18]3[CH:17]=[C:16]([CH2:15][N:13]([S:10]([C:6]4[C:5]([CH3:24])=[CH:4][C:3]([O:2][CH3:1])=[CH:8][C:7]=4[CH3:9])(=[O:12])=[O:11])[CH3:14])[O:20][CH:19]=3)=[O:23])=[CH:42][CH:43]=2)[N:53]=1. The catalyst class is: 26. (2) Reactant: C([O:3][C:4](=[O:41])[CH2:5][CH2:6][CH2:7][CH2:8][CH2:9][CH2:10][N:11]1[C:16]2=[N:17][C:18]([C:27]3[CH:32]=[CH:31][CH:30]=[CH:29][CH:28]=3)=[C:19]([C:21]3[CH:26]=[CH:25][CH:24]=[CH:23][CH:22]=3)[N:20]=[C:15]2[CH:14](CC([O-])=O)[CH:13](CC([O-])=O)[CH2:12]1)C.[Li+].[OH-:43].Cl.C1C[O:48]CC1. Product: [OH:43][CH:13]1[CH2:12][N:11]([CH2:10][CH2:9][CH2:8][CH2:7][CH2:6][CH2:5][C:4]([OH:3])=[O:41])[C:16]2=[N:17][C:18]([C:27]3[CH:32]=[CH:31][CH:30]=[CH:29][CH:28]=3)=[C:19]([C:21]3[CH:22]=[CH:23][CH:24]=[CH:25][CH:26]=3)[N:20]=[C:15]2[CH:14]1[OH:48]. The catalyst class is: 6. (3) The catalyst class is: 4. Reactant: [Cl-].[Cl-].[Cl-].[Al+3].[C:5](Cl)(=[O:15])[C:6]1[CH:14]=[CH:13][CH:12]=[C:8]([C:9](Cl)=[O:10])[CH:7]=1.[F:17][C:18]1[CH:23]=[CH:22][CH:21]=[CH:20][CH:19]=1.[OH-].[Na+]. Product: [F:17][C:18]1[CH:23]=[CH:22][C:21]([C:5]([C:6]2[CH:14]=[CH:13][CH:12]=[C:8]([C:9](=[O:10])[C:21]3[CH:22]=[CH:23][C:18]([F:17])=[CH:19][CH:20]=3)[CH:7]=2)=[O:15])=[CH:20][CH:19]=1. (4) Product: [NH4+:7].[OH-:16].[O:16]1[C:17]2[C:18](=[N:19][CH:20]=[CH:21][CH:22]=2)[C@@H:13]([N:12]([CH2:11][C:9]2[N:10]=[C:6]3[CH:5]=[CH:4][CH:3]=[C:2]([N:27]4[CH2:28][CH2:29][NH:24][C:25](=[O:30])[CH2:26]4)[N:7]3[CH:8]=2)[CH3:23])[CH2:14][CH2:15]1. The catalyst class is: 435. Reactant: F[C:2]1[N:7]2[CH:8]=[C:9]([CH2:11][N:12]([CH3:23])[C@@H:13]3[C:18]4=[N:19][CH:20]=[CH:21][CH:22]=[C:17]4[O:16][CH2:15][CH2:14]3)[N:10]=[C:6]2[CH:5]=[CH:4][CH:3]=1.[NH:24]1[CH2:29][CH2:28][NH:27][CH2:26][C:25]1=[O:30]. (5) Reactant: [NH2:1][CH:2]1[CH2:6][CH2:5][N:4]([C:7]2[CH:8]=[C:9]3[C:13](=[CH:14][CH:15]=2)[CH:12]([N:16]([CH3:18])[CH3:17])[CH2:11][CH2:10]3)[C:3]1=[O:19].N1C=CC=CC=1.[Cl:26][C:27]1[CH:28]=[C:29]2[C:34](=[CH:35][CH:36]=1)[CH:33]=[C:32]([S:37](Cl)(=[O:39])=[O:38])[CH:31]=[CH:30]2. Product: [ClH:26].[Cl:26][C:27]1[CH:28]=[C:29]2[C:34](=[CH:35][CH:36]=1)[CH:33]=[C:32]([S:37]([NH:1][CH:2]1[CH2:6][CH2:5][N:4]([C:7]3[CH:8]=[C:9]4[C:13](=[CH:14][CH:15]=3)[CH:12]([N:16]([CH3:17])[CH3:18])[CH2:11][CH2:10]4)[C:3]1=[O:19])(=[O:39])=[O:38])[CH:31]=[CH:30]2. The catalyst class is: 23. (6) Product: [NH2:16][C:15]1[C:17]([C:18]([O:20][CH2:21][CH3:22])=[O:19])=[CH:23][N:8]([CH2:1][C:2]2[CH:7]=[CH:6][CH:5]=[CH:4][CH:3]=2)[C:9]=1[C:10]([O:12][CH2:13][CH3:14])=[O:11]. Reactant: [CH2:1]([NH:8][CH2:9][C:10]([O:12][CH2:13][CH3:14])=[O:11])[C:2]1[CH:7]=[CH:6][CH:5]=[CH:4][CH:3]=1.[C:15]([C:17](=[CH:23]OCC)[C:18]([O:20][CH2:21][CH3:22])=[O:19])#[N:16].CCN(CC)CC. The catalyst class is: 11. (7) Reactant: Cl.[NH2:2]O.[Cl:4][C:5]1[CH:10]=[CH:9][C:8]([C:11](=[O:20])[CH2:12][C:13](=O)[C:14]([O:16][CH2:17][CH3:18])=[O:15])=[CH:7][CH:6]=1. Product: [Cl:4][C:5]1[CH:10]=[CH:9][C:8]([C:11]2[O:20][N:2]=[C:13]([C:14]([O:16][CH2:17][CH3:18])=[O:15])[CH:12]=2)=[CH:7][CH:6]=1. The catalyst class is: 8.